This data is from Reaction yield outcomes from USPTO patents with 853,638 reactions. The task is: Predict the reaction yield, written as a fraction of the theoretical maximum amount of product (1.0 means a 100% yield; for example, 0.34 means a 34% yield). (1) The reactants are [NH2:1][C:2]1[CH:3]=[C:4]([C:8]2[S:12][C:11]([C:13]3[CH:14]=[C:15]4[C:19](=[CH:20][CH:21]=3)[C:18](=[O:22])[N:17]([CH3:23])[CH2:16]4)=[CH:10][CH:9]=2)[CH:5]=[N:6][CH:7]=1.[Br:24][C:25]1[CH:26]=[C:27]([S:31](Cl)(=[O:33])=[O:32])[CH:28]=[CH:29][CH:30]=1. No catalyst specified. The product is [Br:24][C:25]1[CH:26]=[C:27]([S:31]([NH:1][C:2]2[CH:7]=[N:6][CH:5]=[C:4]([C:8]3[S:12][C:11]([C:13]4[CH:14]=[C:15]5[C:19](=[CH:20][CH:21]=4)[C:18](=[O:22])[N:17]([CH3:23])[CH2:16]5)=[CH:10][CH:9]=3)[CH:3]=2)(=[O:33])=[O:32])[CH:28]=[CH:29][CH:30]=1. The yield is 0.300. (2) The reactants are C1[O:9][C:8]2[CH:7]=[CH:6][C:5]([C:10]([C:12]([C:14]3[CH:19]=[CH:18][C:17]4[O:20]C[O:22][C:16]=4[CH:15]=3)=[O:13])=[O:11])=[CH:4][C:3]=2[O:2]1.B(Br)(Br)Br.CO. The catalyst is C(Cl)Cl. The product is [OH:2][C:3]1[CH:4]=[C:5]([C:10]([C:12]([C:14]2[CH:19]=[CH:18][C:17]([OH:20])=[C:16]([OH:22])[CH:15]=2)=[O:13])=[O:11])[CH:6]=[CH:7][C:8]=1[OH:9]. The yield is 0.470. (3) The reactants are Cl[C:2]1[C:3]2[N:4]([CH2:13][CH:14]([CH3:16])[N:15]=2)[C:5]2[C:10]([N:11]=1)=[CH:9][CH:8]=[C:7]([Cl:12])[CH:6]=2.[CH3:17][N:18]1[CH2:23][CH2:22][NH:21][CH2:20][CH2:19]1.CCN(CC)CC. The catalyst is CCO. The product is [Cl:12][C:7]1[CH:6]=[C:5]2[C:10]([N:11]=[C:2]([N:21]3[CH2:22][CH2:23][N:18]([CH3:17])[CH2:19][CH2:20]3)[C:3]3[N:4]2[CH2:13][CH:14]([CH3:16])[N:15]=3)=[CH:9][CH:8]=1. The yield is 0.960. (4) The reactants are [NH4+:1].[Cl-].C[Al](C)C.[C:7]([C:9]1[C:10]2[CH2:23][CH2:22][CH2:21][CH2:20][C:11]=2[S:12][C:13]=1[NH:14][C:15]([CH:17]1[CH2:19][CH2:18]1)=[O:16])#[N:8]. The catalyst is C1(C)C=CC=CC=1.C(Cl)Cl. The product is [C:7]([C:9]1[C:10]2[CH2:23][CH2:22][CH2:21][CH2:20][C:11]=2[S:12][C:13]=1[NH:14][C:15]([CH:17]1[CH2:19][CH2:18]1)=[O:16])(=[NH:1])[NH2:8]. The yield is 0.430. (5) The reactants are [CH3:1][O:2][C:3]1[C:8]([C:9]2[C:22]3[C:17](=[CH:18][C:19]([O:25][CH2:26][CH3:27])=[C:20]([O:23][CH3:24])[CH:21]=3)[C@@H:16]3[C@@H:11]([CH2:12][CH2:13][C@@H:14]([OH:28])[CH2:15]3)[N:10]=2)=[CH:7][CH:6]=[C:5]([O:29][CH3:30])[N:4]=1.[C:31]1([CH3:41])[CH:36]=[CH:35][C:34]([S:37](O)(=[O:39])=[O:38])=[CH:33][CH:32]=1. The catalyst is CC(O)C. The product is [S:37]([O:28][C@@H:14]1[CH2:13][CH2:12][C@@H:11]2[C@@H:16]([C:17]3[C:22]([C:9]([C:8]4[C:3]([O:2][CH3:1])=[N:4][C:5]([O:29][CH3:30])=[CH:6][CH:7]=4)=[N:10]2)=[CH:21][C:20]([O:23][CH3:24])=[C:19]([O:25][CH2:26][CH3:27])[CH:18]=3)[CH2:15]1)([C:34]1[CH:35]=[CH:36][C:31]([CH3:41])=[CH:32][CH:33]=1)(=[O:39])=[O:38]. The yield is 0.940. (6) The reactants are F[C:2]1[CH:10]=[CH:9][C:8]([S:11]([CH3:14])(=[O:13])=[O:12])=[CH:7][C:3]=1[C:4]([OH:6])=[O:5].C(=O)([O-])[O-].[Cs+].[Cs+].[CH3:21][S-:22].[Na+].Cl. The catalyst is CN(C)C=O. The product is [CH3:14][S:11]([C:8]1[CH:9]=[CH:10][C:2]([S:22][CH3:21])=[C:3]([CH:7]=1)[C:4]([OH:6])=[O:5])(=[O:13])=[O:12]. The yield is 0.990.